From a dataset of Reaction yield outcomes from USPTO patents with 853,638 reactions. Predict the reaction yield, written as a fraction of the theoretical maximum amount of product (1.0 means a 100% yield; for example, 0.34 means a 34% yield). (1) The reactants are [C:1]([O:9][CH2:10][CH3:11])(=[O:8])[CH2:2][C:3]([O:5][CH2:6][CH3:7])=[O:4].[H-].[Na+].F[C:15]1[CH:16]=[C:17]([O:30][CH2:31][C:32]([F:35])([F:34])[F:33])[C:18]([N+:27]([O-:29])=[O:28])=[C:19]([O:21][CH2:22][C:23]([F:26])([F:25])[F:24])[CH:20]=1.O. The catalyst is CN(C=O)C. The product is [CH2:10]([O:9][C:1](=[O:8])[CH:2]([C:15]1[CH:16]=[C:17]([O:30][CH2:31][C:32]([F:34])([F:35])[F:33])[C:18]([N+:27]([O-:29])=[O:28])=[C:19]([O:21][CH2:22][C:23]([F:24])([F:26])[F:25])[CH:20]=1)[C:3]([O:5][CH2:6][CH3:7])=[O:4])[CH3:11]. The yield is 0.800. (2) The yield is 0.970. The reactants are C([N:8]1[CH2:12][CH2:11][C:10]([C:15]2[CH:20]=[CH:19][C:18]([F:21])=[C:17]([F:22])[CH:16]=2)([O:13][CH3:14])[CH2:9]1)C1C=CC=CC=1.ClCCCl.ClC(OC(Cl)C)=O. The product is [F:22][C:17]1[CH:16]=[C:15]([C:10]2([O:13][CH3:14])[CH2:11][CH2:12][NH:8][CH2:9]2)[CH:20]=[CH:19][C:18]=1[F:21]. The catalyst is CO. (3) The reactants are O[N:2]=[C:3]([C:5]1[C:6]([OH:32])=[CH:7][C:8]2[O:31][CH2:30][C:11]3([C:19]4[C:14](=[CH:15][CH:16]=[CH:17][CH:18]=4)[N:13]([CH2:20][C:21]4[CH:26]=[CH:25][C:24]([O:27][CH3:28])=[CH:23][CH:22]=4)[C:12]3=[O:29])[C:9]=2[CH:10]=1)[NH2:4].C1(P(C2C=CC=CC=2)C2C=CC=CC=2)C=CC=CC=1.N(C(OCC)=O)=NC(OCC)=O.[OH-].[Na+]. The catalyst is O1CCCC1. The product is [NH2:4][C:3]1[C:5]2[CH:10]=[C:9]3[C:11]4([C:19]5[C:14](=[CH:15][CH:16]=[CH:17][CH:18]=5)[N:13]([CH2:20][C:21]5[CH:26]=[CH:25][C:24]([O:27][CH3:28])=[CH:23][CH:22]=5)[C:12]4=[O:29])[CH2:30][O:31][C:8]3=[CH:7][C:6]=2[O:32][N:2]=1. The yield is 0.190. (4) The reactants are B(Br)(Br)Br.ClCCl.[F:8][C:9]([F:38])([F:37])[C:10]1[CH:11]=[C:12]([NH:20][C:21](=[O:36])[C:22]2[CH:27]=[CH:26][C:25]([C:28]3[CH:33]=[CH:32][CH:31]=[CH:30][CH:29]=3)=[CH:24][C:23]=2[O:34]C)[CH:13]=[C:14]([C:16]([F:19])([F:18])[F:17])[CH:15]=1. The catalyst is ClCCl.C(OCC)(=O)C. The product is [F:8][C:9]([F:37])([F:38])[C:10]1[CH:11]=[C:12]([NH:20][C:21](=[O:36])[C:22]2[CH:27]=[CH:26][C:25]([C:28]3[CH:33]=[CH:32][CH:31]=[CH:30][CH:29]=3)=[CH:24][C:23]=2[OH:34])[CH:13]=[C:14]([C:16]([F:17])([F:18])[F:19])[CH:15]=1. The yield is 0.716. (5) The reactants are [NH2:1][C:2]1[S:3][C:4]([Br:7])=[CH:5][N:6]=1.N1C=CC=CC=1.Cl[C:15]([O:17][C:18]1[CH:23]=[CH:22][CH:21]=[CH:20][CH:19]=1)=[O:16]. The catalyst is C(Cl)Cl. The product is [C:18]1([O:17][C:15](=[O:16])[NH:1][C:2]2[S:3][C:4]([Br:7])=[CH:5][N:6]=2)[CH:23]=[CH:22][CH:21]=[CH:20][CH:19]=1. The yield is 0.880.